From a dataset of Reaction yield outcomes from USPTO patents with 853,638 reactions. Predict the reaction yield, written as a fraction of the theoretical maximum amount of product (1.0 means a 100% yield; for example, 0.34 means a 34% yield). (1) The reactants are [C:1]([NH:8][C@H](C(O)=O)CCC(O)=O)(OC(C)(C)C)=[O:2].[N:18]1C=CC=CC=1.[CH3:36][C:35]([O:34][C:32](O[C:32]([O:34][C:35]([CH3:38])([CH3:37])[CH3:36])=[O:33])=[O:33])([CH3:38])[CH3:37].C(=O)(O)[O-].[NH4+:43].[CH2:44]1[CH2:48][O:47][CH2:46][CH2:45]1. No catalyst specified. The product is [C:35]([O:34][C:32]([NH:43][C@@H:48]([CH2:44][CH2:45][C:46]([NH2:18])=[O:47])[C:1]([NH2:8])=[O:2])=[O:33])([CH3:36])([CH3:37])[CH3:38]. The yield is 0.970. (2) The reactants are Cl[C:2]1[CH:3]=[C:4]2[C:8](=[CH:9][C:10]=1[Cl:11])[NH:7][C:6](=[O:12])[C:5]2=[O:13].[H-].[Na+].Br[CH2:17][C:18]([O:20]CC)=[O:19].[ClH:23]. The catalyst is CN(C=O)C. The product is [Cl:11][C:10]1[C:9]([Cl:23])=[C:8]2[C:4]([C:5](=[O:13])[C:6](=[O:12])[N:7]2[CH2:17][C:18]([OH:20])=[O:19])=[CH:3][CH:2]=1. The yield is 0.670. (3) The reactants are [F:1][C:2]([F:7])([F:6])[C@@H:3]([OH:5])[CH3:4].CC(C)([O-])C.[Na+].[Cl:14][C:15]1[CH:20]=[C:19](F)[CH:18]=[CH:17][C:16]=1[S:22][C:23]([C:36]1[CH:41]=[CH:40][CH:39]=[CH:38][CH:37]=1)([C:30]1[CH:35]=[CH:34][CH:33]=[CH:32][CH:31]=1)[C:24]1[CH:29]=[CH:28][CH:27]=[CH:26][CH:25]=1. The catalyst is CC(N(C)C)=O.[Cl-].[Na+].O.C(O)C.O. The yield is 0.970. The product is [Cl:14][C:15]1[CH:20]=[C:19]([O:5][C@@H:3]([CH3:4])[C:2]([F:7])([F:6])[F:1])[CH:18]=[CH:17][C:16]=1[S:22][C:23]([C:36]1[CH:37]=[CH:38][CH:39]=[CH:40][CH:41]=1)([C:24]1[CH:25]=[CH:26][CH:27]=[CH:28][CH:29]=1)[C:30]1[CH:35]=[CH:34][CH:33]=[CH:32][CH:31]=1. (4) The reactants are [CH2:1]([N:5]([CH2:24][CH2:25][CH2:26][CH3:27])[C:6]1[CH:11]=[CH:10][C:9]([CH:12]=[CH:13][C:14]2[CH:21]=[CH:20][C:17]([CH:18]=O)=[CH:16][CH:15]=2)=[C:8]([O:22][CH3:23])[CH:7]=1)[CH2:2][CH2:3][CH3:4].[C:28]([C:30]1[C:31](=[C:46]([C:49]#[N:50])[C:47]#[N:48])[O:32][C:33]([C:40]2[CH:45]=[CH:44][CH:43]=[CH:42][CH:41]=2)([C:36]([F:39])([F:38])[F:37])[C:34]=1[CH3:35])#[N:29]. The catalyst is C(O)C.O1CCCC1. The product is [CH2:24]([N:5]([CH2:1][CH2:2][CH2:3][CH3:4])[C:6]1[CH:11]=[CH:10][C:9]([CH:12]=[CH:13][C:14]2[CH:21]=[CH:20][C:17]([CH:18]=[CH:35][C:34]3[C:33]([C:40]4[CH:45]=[CH:44][CH:43]=[CH:42][CH:41]=4)([C:36]([F:39])([F:37])[F:38])[O:32][C:31](=[C:46]([C:49]#[N:50])[C:47]#[N:48])[C:30]=3[C:28]#[N:29])=[CH:16][CH:15]=2)=[C:8]([O:22][CH3:23])[CH:7]=1)[CH2:25][CH2:26][CH3:27]. The yield is 0.177.